Dataset: Reaction yield outcomes from USPTO patents with 853,638 reactions. Task: Predict the reaction yield, written as a fraction of the theoretical maximum amount of product (1.0 means a 100% yield; for example, 0.34 means a 34% yield). (1) The reactants are [Cl:1][C:2]1[C:3]([F:29])=[C:4]([CH:8]([O:22][CH2:23][C:24](OCC)=[O:25])[C@@H:9]2[CH2:14][CH2:13][CH2:12][N:11]([C:15]([O:17][C:18]([CH3:21])([CH3:20])[CH3:19])=[O:16])[CH2:10]2)[CH:5]=[CH:6][CH:7]=1.[BH4-].[Na+]. The catalyst is CO. The product is [Cl:1][C:2]1[C:3]([F:29])=[C:4]([CH:8]([O:22][CH2:23][CH2:24][OH:25])[C@@H:9]2[CH2:14][CH2:13][CH2:12][N:11]([C:15]([O:17][C:18]([CH3:19])([CH3:20])[CH3:21])=[O:16])[CH2:10]2)[CH:5]=[CH:6][CH:7]=1. The yield is 0.890. (2) The reactants are [CH:1]([O:4][C:5]([N:7]1[CH2:12][CH2:11][CH:10]([O:13][C:14]2[N:19]=[CH:18][N:17]=[C:16]3[N:20]([C:23]4[CH:28]=[CH:27][C:26](I)=[CH:25][C:24]=4[F:30])[N:21]=[CH:22][C:15]=23)[CH2:9][CH2:8]1)=[O:6])([CH3:3])[CH3:2].[CH:31]([NH2:34])([CH3:33])[CH3:32].N1CCC[C@H]1C(O)=O.C(=O)([O-])[O-].[K+].[K+]. The catalyst is CS(C)=O.[Cu](I)I. The product is [CH:1]([O:4][C:5]([N:7]1[CH2:12][CH2:11][CH:10]([O:13][C:14]2[N:19]=[CH:18][N:17]=[C:16]3[N:20]([C:23]4[CH:28]=[CH:27][C:26]([NH:34][CH:31]([CH3:33])[CH3:32])=[CH:25][C:24]=4[F:30])[N:21]=[CH:22][C:15]=23)[CH2:9][CH2:8]1)=[O:6])([CH3:3])[CH3:2]. The yield is 0.350.